The task is: Regression. Given two drug SMILES strings and cell line genomic features, predict the synergy score measuring deviation from expected non-interaction effect.. This data is from Merck oncology drug combination screen with 23,052 pairs across 39 cell lines. Drug 1: CN1C(=O)C=CC2(C)C3CCC4(C)C(NC(=O)OCC(F)(F)F)CCC4C3CCC12. Drug 2: COc1cccc2c1C(=O)c1c(O)c3c(c(O)c1C2=O)CC(O)(C(=O)CO)CC3OC1CC(N)C(O)C(C)O1. Cell line: NCIH1650. Synergy scores: synergy=25.9.